This data is from Forward reaction prediction with 1.9M reactions from USPTO patents (1976-2016). The task is: Predict the product of the given reaction. (1) The product is: [CH2:1]([O:3][C:4]([C:6]1[C:11]([C:12]2[O:13][CH:14]=[CH:15][CH:16]=2)=[C:10]2[C:17]([NH2:18])=[C:25]([C:26](=[O:27])[C:28]3[CH:33]=[CH:32][C:31]([O:34][CH3:35])=[CH:30][CH:29]=3)[S:19][C:9]2=[N:8][C:7]=1[CH3:20])=[O:5])[CH3:2]. Given the reactants [CH2:1]([O:3][C:4]([C:6]1[C:11]([C:12]2[O:13][CH:14]=[CH:15][CH:16]=2)=[C:10]([C:17]#[N:18])[C:9](=[S:19])[NH:8][C:7]=1[CH3:20])=[O:5])[CH3:2].C(O)C.Br[CH2:25][C:26]([C:28]1[CH:33]=[CH:32][C:31]([O:34][CH3:35])=[CH:30][CH:29]=1)=[O:27], predict the reaction product. (2) The product is: [CH2:1]([N:3]([CH2:21][C:19]1[S:18][C:9]2[N:10]=[C:11]([C:13]3[O:14][CH:15]=[CH:16][CH:17]=3)[N:12]=[C:7]([NH2:6])[C:8]=2[CH:20]=1)[CH2:4][CH3:5])[CH3:2]. Given the reactants [CH2:1]([NH:3][CH2:4][CH3:5])[CH3:2].[NH2:6][C:7]1[C:8]2[CH:20]=[C:19]([CH:21]=O)[S:18][C:9]=2[N:10]=[C:11]([C:13]2[O:14][CH:15]=[CH:16][CH:17]=2)[N:12]=1.C(C1SC(C#N)=CC=1)(C)(C)C, predict the reaction product. (3) Given the reactants [F:1][C:2]1[CH:3]=[C:4]([CH:7]=[C:8]([F:11])[C:9]=1F)[CH:5]=[O:6].[F:12][C:13]1[CH:14]=[C:15]([OH:20])[CH:16]=[CH:17][C:18]=1[F:19], predict the reaction product. The product is: [F:12][C:13]1[CH:14]=[C:15]([CH:16]=[CH:17][C:18]=1[F:19])[O:20][C:9]1[C:8]([F:11])=[CH:7][C:4]([CH:5]=[O:6])=[CH:3][C:2]=1[F:1]. (4) Given the reactants [F:1][C:2]1[CH:3]=[C:4]([CH:31]=[CH:32][CH:33]=1)[CH2:5][O:6][C:7]1[CH:12]=[CH:11][C:10]([NH:13][C:14]2[C:15]3[CH:23]=[C:22]([C:24]4[O:28][C:27](C=O)=[CH:26][CH:25]=4)[N:21]=[CH:20][C:16]=3[N:17]=[CH:18][N:19]=2)=[CH:9][CH:8]=1.[CH2:34]([S:37]([CH2:40][CH2:41][NH2:42])(=[O:39])=[O:38])[CH2:35][CH3:36].[CH2:43](COC)OC, predict the reaction product. The product is: [F:1][C:2]1[CH:3]=[C:4]([CH:31]=[CH:32][CH:33]=1)[CH2:5][O:6][C:7]1[CH:8]=[CH:9][C:10]([NH:13][C:14]2[C:15]3[CH:23]=[C:22]([C:24]4([CH2:43][NH:42][CH2:41][CH2:40][S:37]([CH2:34][CH2:35][CH3:36])(=[O:39])=[O:38])[CH2:25][CH:26]=[CH:27][O:28]4)[N:21]=[CH:20][C:16]=3[N:17]=[CH:18][N:19]=2)=[CH:11][CH:12]=1. (5) Given the reactants F[C:2]1[CH:3]=[C:4]([N+:8]([O-:10])=[O:9])[CH:5]=[CH:6][CH:7]=1.[NH:11]1[CH2:16][CH2:15][NH:14][CH2:13][CH2:12]1, predict the reaction product. The product is: [N+:8]([C:4]1[CH:3]=[C:2]([N:11]2[CH2:16][CH2:15][NH:14][CH2:13][CH2:12]2)[CH:7]=[CH:6][CH:5]=1)([O-:10])=[O:9]. (6) The product is: [CH3:37][SiH:38]([CH3:49])[CH:39]1[C:47]2[C:42](=[CH:43][CH:44]=[CH:45][CH:46]=2)[C:41]([CH3:48])=[CH:40]1. Given the reactants CC1C2C(=CC=CC=2)CC=1.[Li]CCCC.C([Cu])#N.Cl[Si](C)(C)C1C=C(C(C)(C)C)C=C2C=1CC(C)=C2.[CH3:37][Si:38](C)([C:49]1C=C(C(C)(C)C)C=C2C=1CC(C)=C2)[CH:39]1[C:47]2[C:42](=[CH:43][CH:44]=[CH:45][CH:46]=2)[C:41]([CH3:48])=[CH:40]1, predict the reaction product.